This data is from Peptide-MHC class I binding affinity with 185,985 pairs from IEDB/IMGT. The task is: Regression. Given a peptide amino acid sequence and an MHC pseudo amino acid sequence, predict their binding affinity value. This is MHC class I binding data. The peptide sequence is NHINVELSE. The binding affinity (normalized) is 0.136. The MHC is Mamu-A07 with pseudo-sequence Mamu-A07.